This data is from Buchwald-Hartwig C-N cross coupling reaction yields with 55,370 reactions. The task is: Predict the reaction yield, written as a fraction of the theoretical maximum amount of product (1.0 means a 100% yield; for example, 0.34 means a 34% yield). (1) The reactants are CCc1ccc(I)cc1.Cc1ccc(N)cc1.O=S(=O)(O[Pd]1c2ccccc2-c2ccccc2N~1)C(F)(F)F.COc1ccc(OC)c(P([C@]23C[C@H]4C[C@H](C[C@H](C4)C2)C3)[C@]23C[C@H]4C[C@H](C[C@H](C4)C2)C3)c1-c1c(C(C)C)cc(C(C)C)cc1C(C)C.CCN=P(N=P(N(C)C)(N(C)C)N(C)C)(N(C)C)N(C)C.CCOC(=O)c1cc(C)no1. No catalyst specified. The product is CCc1ccc(Nc2ccc(C)cc2)cc1. The yield is 0.725. (2) The reactants are Brc1ccccn1.Cc1ccc(N)cc1.O=S(=O)(O[Pd]1c2ccccc2-c2ccccc2N~1)C(F)(F)F.COc1ccc(OC)c(P(C(C)(C)C)C(C)(C)C)c1-c1c(C(C)C)cc(C(C)C)cc1C(C)C.CN1CCCN2CCCN=C12.Cc1cc(-c2ccccc2)on1. No catalyst specified. The product is Cc1ccc(Nc2ccccn2)cc1. The yield is 0.843. (3) The reactants are Clc1ccccn1.Cc1ccc(N)cc1.O=S(=O)(O[Pd]1c2ccccc2-c2ccccc2N~1)C(F)(F)F.COc1ccc(OC)c(P(C(C)(C)C)C(C)(C)C)c1-c1c(C(C)C)cc(C(C)C)cc1C(C)C.CN(C)C(=NC(C)(C)C)N(C)C.Cc1cc(C)on1. No catalyst specified. The product is Cc1ccc(Nc2ccccn2)cc1. The yield is 0.578.